This data is from Forward reaction prediction with 1.9M reactions from USPTO patents (1976-2016). The task is: Predict the product of the given reaction. (1) Given the reactants C([O:3][C:4](=[O:19])[C@@H:5]([O:17][CH3:18])[CH2:6][C:7]1[CH:12]=[CH:11][C:10]([O:13][CH2:14][CH2:15]Br)=[CH:9][CH:8]=1)C.[OH:20][C:21]1[CH:22]=[C:23]([CH:26]=[CH:27][CH:28]=1)[C:24]#[N:25].CO[C@@H](CC1C=CC(OCCCOC2C=CC=CC=2)=CC=1)C(O)=O, predict the reaction product. The product is: [C:24]([C:23]1[CH:22]=[C:21]([CH:28]=[CH:27][CH:26]=1)[O:20][CH2:15][CH2:14][O:13][C:10]1[CH:9]=[CH:8][C:7]([CH2:6][C@H:5]([O:17][CH3:18])[C:4]([OH:3])=[O:19])=[CH:12][CH:11]=1)#[N:25]. (2) Given the reactants C(O[CH:4]1[NH:9][C:7](=[O:8])[CH2:6][CH2:5]1)C.S(=O)(=O)(O)O.C(O)(=O)C.[C:19]1([OH:25])[CH:24]=[CH:23][CH:22]=[CH:21][CH:20]=1, predict the reaction product. The product is: [OH:25][C:19]1[CH:24]=[CH:23][C:22]([CH:4]2[NH:9][C:7](=[O:8])[CH2:6][CH2:5]2)=[CH:21][CH:20]=1. (3) Given the reactants [CH2:1]([N:8]1[CH2:13][CH2:12][CH:11]([N:14]([CH2:22][C:23]2[N:24]=[C:25]([CH2:36][OH:37])[N:26](COCC[Si](C)(C)C)[CH:27]=2)C(=O)OC(C)(C)C)[CH2:10][CH2:9]1)[C:2]1[CH:7]=[CH:6][CH:5]=[CH:4][CH:3]=1.O.C(=O)([O-])O.[Na+], predict the reaction product. The product is: [CH2:1]([N:8]1[CH2:13][CH2:12][CH:11]([NH:14][CH2:22][C:23]2[N:24]=[C:25]([CH2:36][OH:37])[NH:26][CH:27]=2)[CH2:10][CH2:9]1)[C:2]1[CH:3]=[CH:4][CH:5]=[CH:6][CH:7]=1. (4) Given the reactants C([O:4][C:5]1[CH:10]=[CH:9][C:8]([C:11]2[CH:18]=[C:14]3[O:15][CH2:16][CH2:17][N:13]3[N:12]=2)=[CH:7][C:6]=1[CH3:19])(C)C.S(=O)(=O)(O)O, predict the reaction product. The product is: [O:15]1[CH2:16][CH2:17][N:13]2[N:12]=[C:11]([C:8]3[CH:9]=[CH:10][C:5]([OH:4])=[C:6]([CH3:19])[CH:7]=3)[CH:18]=[C:14]12.